Dataset: Reaction yield outcomes from USPTO patents with 853,638 reactions. Task: Predict the reaction yield, written as a fraction of the theoretical maximum amount of product (1.0 means a 100% yield; for example, 0.34 means a 34% yield). (1) The reactants are [F:1][C:2]1[CH:7]=[CH:6][C:5]([CH2:8][C:9]2[CH:18]=[C:17]3[C:12]([C:13]([OH:26])=[C:14]([C:21]([O:23]CC)=O)[C:15](=[O:20])[N:16]3[CH3:19])=[N:11][CH:10]=2)=[CH:4][CH:3]=1.[CH3:27][N:28]1[CH:32]=[CH:31][CH:30]=[C:29]1[CH2:33][CH2:34][NH2:35]. No catalyst specified. The product is [F:1][C:2]1[CH:7]=[CH:6][C:5]([CH2:8][C:9]2[CH:18]=[C:17]3[C:12]([C:13]([OH:26])=[C:14]([C:21]([NH:35][CH2:34][CH2:33][C:29]4[N:28]([CH3:27])[CH:32]=[CH:31][CH:30]=4)=[O:23])[C:15](=[O:20])[N:16]3[CH3:19])=[N:11][CH:10]=2)=[CH:4][CH:3]=1. The yield is 0.860. (2) The reactants are CC(C)([O-])C.[K+].[Cl:7][C:8]1[CH:9]=[C:10]([C:15]#[C:16][Si](C)(C)C)[C:11]([NH2:14])=[N:12][CH:13]=1. The product is [Cl:7][C:8]1[CH:9]=[C:10]2[CH:15]=[CH:16][NH:14][C:11]2=[N:12][CH:13]=1. The yield is 0.410. The catalyst is CN1CCCC1=O.[Cl-].[Na+].O.